Dataset: NCI-60 drug combinations with 297,098 pairs across 59 cell lines. Task: Regression. Given two drug SMILES strings and cell line genomic features, predict the synergy score measuring deviation from expected non-interaction effect. (1) Drug 1: CC1=C2C(C(=O)C3(C(CC4C(C3C(C(C2(C)C)(CC1OC(=O)C(C(C5=CC=CC=C5)NC(=O)OC(C)(C)C)O)O)OC(=O)C6=CC=CC=C6)(CO4)OC(=O)C)OC)C)OC. Drug 2: CCN(CC)CCCC(C)NC1=C2C=C(C=CC2=NC3=C1C=CC(=C3)Cl)OC. Cell line: MOLT-4. Synergy scores: CSS=69.7, Synergy_ZIP=1.80, Synergy_Bliss=-1.06, Synergy_Loewe=-5.18, Synergy_HSA=0.131. (2) Drug 1: CC1=C2C(C(=O)C3(C(CC4C(C3C(C(C2(C)C)(CC1OC(=O)C(C(C5=CC=CC=C5)NC(=O)C6=CC=CC=C6)O)O)OC(=O)C7=CC=CC=C7)(CO4)OC(=O)C)O)C)OC(=O)C. Drug 2: C1=CC=C(C(=C1)C(C2=CC=C(C=C2)Cl)C(Cl)Cl)Cl. Cell line: SR. Synergy scores: CSS=65.6, Synergy_ZIP=1.36, Synergy_Bliss=0.740, Synergy_Loewe=-34.6, Synergy_HSA=-0.844.